From a dataset of CYP2D6 inhibition data for predicting drug metabolism from PubChem BioAssay. Regression/Classification. Given a drug SMILES string, predict its absorption, distribution, metabolism, or excretion properties. Task type varies by dataset: regression for continuous measurements (e.g., permeability, clearance, half-life) or binary classification for categorical outcomes (e.g., BBB penetration, CYP inhibition). Dataset: cyp2d6_veith. (1) The drug is Cc1ccc(S(=O)(=O)ON=C2CCN(S(=O)(=O)c3ccccc3)CC2)cc1. The result is 0 (non-inhibitor). (2) The molecule is N[C@@H](CP(=O)(O)O)C(=O)O. The result is 0 (non-inhibitor).